This data is from Full USPTO retrosynthesis dataset with 1.9M reactions from patents (1976-2016). The task is: Predict the reactants needed to synthesize the given product. (1) Given the product [Br:1][C:2]1[C:3]([CH2:12][Br:13])=[C:4]([CH:9]=[CH:10][CH:11]=1)[C:5]([O:7][CH3:8])=[O:6], predict the reactants needed to synthesize it. The reactants are: [Br:1][C:2]1[C:3]([CH3:12])=[C:4]([CH:9]=[CH:10][CH:11]=1)[C:5]([O:7][CH3:8])=[O:6].[Br:13]N1C(=O)CCC1=O. (2) Given the product [C:16]([NH:15][S:12]([C:3]1[CH:4]=[CH:5][C:6]([C:8]([F:11])([F:10])[F:9])=[CH:7][C:2]=1[B:25]1[O:29][C:28]([CH3:31])([CH3:30])[C:27]([CH3:33])([CH3:32])[O:26]1)(=[O:14])=[O:13])([CH3:19])([CH3:18])[CH3:17], predict the reactants needed to synthesize it. The reactants are: Br[C:2]1[CH:7]=[C:6]([C:8]([F:11])([F:10])[F:9])[CH:5]=[CH:4][C:3]=1[S:12]([NH:15][C:16]([CH3:19])([CH3:18])[CH3:17])(=[O:14])=[O:13].C([O-])(=O)C.[K+].[B:25]1([B:25]2[O:29][C:28]([CH3:31])([CH3:30])[C:27]([CH3:33])([CH3:32])[O:26]2)[O:29][C:28]([CH3:31])([CH3:30])[C:27]([CH3:33])([CH3:32])[O:26]1.